Dataset: Forward reaction prediction with 1.9M reactions from USPTO patents (1976-2016). Task: Predict the product of the given reaction. Given the reactants Br[C:2]1[C:11]2[C:6](=[CH:7][CH:8]=[CH:9][CH:10]=2)[CH:5]=[CH:4][C:3]=1[O:12][CH2:13][C:14]1[CH:19]=[CH:18][CH:17]=[CH:16][CH:15]=1.[Li]CCCC.[B:25](OC)([O:28]C)[O:26]C, predict the reaction product. The product is: [C:14]1([CH2:13][O:12][C:3]2[CH:4]=[CH:5][C:6]3[C:11](=[CH:10][CH:9]=[CH:8][CH:7]=3)[C:2]=2[B:25]([OH:28])[OH:26])[CH:19]=[CH:18][CH:17]=[CH:16][CH:15]=1.